This data is from Forward reaction prediction with 1.9M reactions from USPTO patents (1976-2016). The task is: Predict the product of the given reaction. (1) Given the reactants [I:1]/[CH:2]=[CH:3]/[CH2:4][CH2:5][CH2:6][CH2:7][O:8][C:9]1[CH:14]=[CH:13][C:12]([CH2:15][CH2:16][C:17]2([CH2:23][O:24][P:25](=[O:36])([O:31]C(C)(C)C)[O:26]C(C)(C)C)[CH2:21][O:20]C(C)=[N:18]2)=[CH:11][CH:10]=1.Cl, predict the reaction product. The product is: [NH2:18][C:17]([CH2:21][OH:20])([CH2:16][CH2:15][C:12]1[CH:13]=[CH:14][C:9]([O:8][CH2:7][CH2:6][CH2:5][CH2:4]/[CH:3]=[CH:2]/[I:1])=[CH:10][CH:11]=1)[CH2:23][O:24][P:25](=[O:26])([OH:31])[OH:36]. (2) Given the reactants [Cl:1][C:2]1[CH:7]=[CH:6][C:5]([OH:8])=[CH:4][C:3]=1[C:9]([NH2:11])=[O:10].[CH3:12][C:13]#N, predict the reaction product. The product is: [Cl:1][C:2]1[CH:7]=[CH:6][C:5]([O:8][CH2:9][CH2:3][CH2:2][CH2:7][CH2:6][CH2:5][CH2:4][CH2:13][CH3:12])=[CH:4][C:3]=1[C:9]([NH2:11])=[O:10]. (3) Given the reactants I[C:2]1[C:10]2[C:5](=[N:6][CH:7]=[N:8][C:9]=2[NH2:11])[NH:4][N:3]=1.C(=O)([O-])[O-].[K+].[K+].[F:18][C:19]1[CH:20]=[C:21](B(O)O)[CH:22]=[C:23]([O:25][CH3:26])[CH:24]=1.O, predict the reaction product. The product is: [F:18][C:19]1[CH:20]=[C:21]([C:2]2[C:10]3[C:5](=[N:6][CH:7]=[N:8][C:9]=3[NH2:11])[NH:4][N:3]=2)[CH:22]=[C:23]([O:25][CH3:26])[CH:24]=1. (4) Given the reactants [Br:1][C:2]1[CH:9]=[CH:8][C:5]([CH:6]=[O:7])=[CH:4][CH:3]=1.[Cl:10][C:11]1[CH:16]=[CH:15][C:14]([Mg]Br)=[CH:13][CH:12]=1.[Cl-].[NH4+].C(OCC)(=O)C, predict the reaction product. The product is: [Br:1][C:2]1[CH:9]=[CH:8][C:5]([CH:6]([C:14]2[CH:15]=[CH:16][C:11]([Cl:10])=[CH:12][CH:13]=2)[OH:7])=[CH:4][CH:3]=1. (5) Given the reactants [CH3:1][S:2]([C:5]1[CH:29]=[CH:28][C:8]([CH2:9][N:10]2[C:18]3[C:13](=[CH:14][C:15]([CH:19]=[C:20]4[S:24][C:23](SC)=[N:22][C:21]4=[O:27])=[CH:16][CH:17]=3)[CH:12]=[N:11]2)=[C:7]([C:30]([F:33])([F:32])[F:31])[CH:6]=1)(=[O:4])=[O:3].[CH3:34][N:35]1[CH2:40][CH2:39][NH:38][CH2:37][CH2:36]1, predict the reaction product. The product is: [CH3:1][S:2]([C:5]1[CH:29]=[CH:28][C:8]([CH2:9][N:10]2[C:18]3[C:13](=[CH:14][C:15]([CH:19]=[C:20]4[S:24][C:23]([N:38]5[CH2:39][CH2:40][N:35]([CH3:34])[CH2:36][CH2:37]5)=[N:22][C:21]4=[O:27])=[CH:16][CH:17]=3)[CH:12]=[N:11]2)=[C:7]([C:30]([F:31])([F:32])[F:33])[CH:6]=1)(=[O:3])=[O:4]. (6) Given the reactants [C:1]([C:4]1[CH:14]=[CH:13][C:7]([C:8]([O:10][CH2:11][CH3:12])=[O:9])=[CH:6][C:5]=1[OH:15])(=[O:3])[CH3:2].N1C=CC=CC=1.[F:22][C:23]([F:36])([F:35])[S:24](O[S:24]([C:23]([F:36])([F:35])[F:22])(=[O:26])=[O:25])(=[O:26])=[O:25], predict the reaction product. The product is: [C:1]([C:4]1[CH:14]=[CH:13][C:7]([C:8]([O:10][CH2:11][CH3:12])=[O:9])=[CH:6][C:5]=1[O:15][S:24]([C:23]([F:36])([F:35])[F:22])(=[O:26])=[O:25])(=[O:3])[CH3:2]. (7) The product is: [F:1][C:2]1[CH:7]=[C:6]([S:8]([CH3:11])(=[O:9])=[O:10])[C:5]([F:12])=[CH:4][C:3]=1[NH:13][C@H:14]1[CH2:20][CH2:19][CH2:18][CH2:17][N:16]([CH:21]2[CH2:26][CH2:25][N:24]([C:27]3[N:28]=[C:34]([C:33]([F:44])([F:43])[F:32])[O:30][N:29]=3)[CH2:23][CH2:22]2)[C:15]1=[O:31]. Given the reactants [F:1][C:2]1[CH:7]=[C:6]([S:8]([CH3:11])(=[O:10])=[O:9])[C:5]([F:12])=[CH:4][C:3]=1[NH:13][C@H:14]1[CH2:20][CH2:19][CH2:18][CH2:17][N:16]([CH:21]2[CH2:26][CH2:25][N:24]([C:27](=[N:29][OH:30])[NH2:28])[CH2:23][CH2:22]2)[C:15]1=[O:31].[F:32][C:33]([F:44])([F:43])[C:34](O[C:34](=O)[C:33]([F:44])([F:43])[F:32])=O, predict the reaction product.